This data is from Catalyst prediction with 721,799 reactions and 888 catalyst types from USPTO. The task is: Predict which catalyst facilitates the given reaction. (1) Reactant: [CH3:1][O:2][C:3]1[CH:11]=[CH:10][C:6]([C:7]([OH:9])=[O:8])=[C:5]([N+:12]([O-])=O)[CH:4]=1. Product: [NH2:12][C:5]1[CH:4]=[C:3]([O:2][CH3:1])[CH:11]=[CH:10][C:6]=1[C:7]([OH:9])=[O:8]. The catalyst class is: 43. (2) Reactant: [H-].[Na+].[CH2:3]([O:10][C:11]([C:13]1([CH:19]([OH:21])[CH3:20])[CH2:18][CH2:17][CH2:16][O:15][CH2:14]1)=[O:12])[C:4]1[CH:9]=[CH:8][CH:7]=[CH:6][CH:5]=1.C1C(Cl)=CN=C(N([S:30]([C:33]([F:36])([F:35])[F:34])(=[O:32])=[O:31])[S:30]([C:33]([F:36])([F:35])[F:34])(=[O:32])=[O:31])C=1. Product: [CH2:3]([O:10][C:11]([C:13]1([CH:19]([O:21][S:30]([C:33]([F:36])([F:35])[F:34])(=[O:32])=[O:31])[CH3:20])[CH2:18][CH2:17][CH2:16][O:15][CH2:14]1)=[O:12])[C:4]1[CH:9]=[CH:8][CH:7]=[CH:6][CH:5]=1. The catalyst class is: 7. (3) Reactant: [CH:1]1([C:5]2[C:14]([C:15]3[CH:19]=[C:18]([CH2:20][CH3:21])[NH:17][N:16]=3)=[CH:13][C:8]([C:9]([O:11]C)=[O:10])=[C:7]([CH3:22])[CH:6]=2)[CH2:4][CH2:3][CH2:2]1.[OH-].[Na+]. Product: [CH:1]1([C:5]2[C:14]([C:15]3[CH:19]=[C:18]([CH2:20][CH3:21])[NH:17][N:16]=3)=[CH:13][C:8]([C:9]([OH:11])=[O:10])=[C:7]([CH3:22])[CH:6]=2)[CH2:2][CH2:3][CH2:4]1. The catalyst class is: 5.